This data is from Catalyst prediction with 721,799 reactions and 888 catalyst types from USPTO. The task is: Predict which catalyst facilitates the given reaction. (1) Reactant: [CH3:1][O:2][C:3]1[CH:15]=[CH:14][C:6]([CH2:7][N:8]2[C:12]([SH:13])=[N:11][N:10]=[N:9]2)=[CH:5][CH:4]=1.C(=O)([O-])[O-].[K+].[K+].Br[C:23]([CH3:30])([CH3:29])[C:24]([O:26][CH2:27][CH3:28])=[O:25]. Product: [CH3:1][O:2][C:3]1[CH:4]=[CH:5][C:6]([CH2:7][N:8]2[C:12]([S:13][C:23]([CH3:30])([CH3:29])[C:24]([O:26][CH2:27][CH3:28])=[O:25])=[N:11][N:10]=[N:9]2)=[CH:14][CH:15]=1. The catalyst class is: 42. (2) Reactant: [Cl:1][C:2]1[CH:3]=[C:4]([OH:12])[CH:5]=[N:6][C:7]=1[O:8][CH:9]([CH3:11])[CH3:10].C(N(CC)CC)C.C1C=CC(N([S:27]([C:30]([F:33])([F:32])[F:31])(=[O:29])=[O:28])[S:27]([C:30]([F:33])([F:32])[F:31])(=[O:29])=[O:28])=CC=1. Product: [F:31][C:30]([F:33])([F:32])[S:27]([O:12][C:4]1[CH:5]=[N:6][C:7]([O:8][CH:9]([CH3:10])[CH3:11])=[C:2]([Cl:1])[CH:3]=1)(=[O:29])=[O:28]. The catalyst class is: 2. (3) Reactant: Cl[C:2]1[C:11]2[C:6](=[CH:7][CH:8]=[CH:9][CH:10]=2)[N:5]=[CH:4][C:3]=1[NH:12][C:13](=O)[CH2:14][CH2:15][CH3:16].Cl.[CH2:19]([O:26][NH2:27])[C:20]1[CH:25]=[CH:24][CH:23]=[CH:22][CH:21]=1. Product: [CH2:19]([O:26][N:27]1[C:2]2[C:11]3[CH:10]=[CH:9][CH:8]=[CH:7][C:6]=3[N:5]=[CH:4][C:3]=2[N:12]=[C:13]1[CH2:14][CH2:15][CH3:16])[C:20]1[CH:25]=[CH:24][CH:23]=[CH:22][CH:21]=1. The catalyst class is: 8. (4) Reactant: [CH2:1]([NH:5][C:6]1[N:7]=[CH:8][C:9]2[N:14]([C:15]3[CH:20]=[CH:19][C:18]([CH2:21][N:22]4[CH2:27][CH2:26][O:25][CH2:24][CH2:23]4)=[CH:17][CH:16]=3)[CH:13]=[C:12]([CH:28]3[CH2:33][CH2:32][CH:31]([O:34][Si](C(C)(C)C)(C)C)[CH2:30][CH2:29]3)[C:10]=2[N:11]=1)[CH2:2][CH2:3][CH3:4].Cl. Product: [CH2:1]([NH:5][C:6]1[N:7]=[CH:8][C:9]2[N:14]([C:15]3[CH:20]=[CH:19][C:18]([CH2:21][N:22]4[CH2:27][CH2:26][O:25][CH2:24][CH2:23]4)=[CH:17][CH:16]=3)[CH:13]=[C:12]([CH:28]3[CH2:29][CH2:30][CH:31]([OH:34])[CH2:32][CH2:33]3)[C:10]=2[N:11]=1)[CH2:2][CH2:3][CH3:4]. The catalyst class is: 5. (5) Reactant: [OH:1][C:2]1[CH:9]=[CH:8][C:5]([CH:6]=O)=[CH:4][C:3]=1[O:10][CH3:11].[NH:12]1[CH2:17][CH2:16][O:15][CH2:14][CH2:13]1.C(O[BH-](OC(=O)C)OC(=O)C)(=O)C.[Na+].C(=O)(O)[O-].[Na+]. Product: [CH3:11][O:10][C:3]1[CH:4]=[C:5]([CH2:6][N:12]2[CH2:17][CH2:16][O:15][CH2:14][CH2:13]2)[CH:8]=[CH:9][C:2]=1[OH:1]. The catalyst class is: 411. (6) Reactant: [C:1]([O:5][C:6]([N:8]1[CH2:13][CH:12]=[C:11](B2OC(C)(C)C(C)(C)O2)[CH2:10][CH2:9]1)=[O:7])([CH3:4])([CH3:3])[CH3:2].Br[C:24]1[CH:25]=[CH:26][C:27]([N+:30]([O-:32])=[O:31])=[N:28][CH:29]=1.C([O-])([O-])=O.[Cs+].[Cs+]. Product: [C:1]([O:5][C:6]([N:8]1[CH2:13][CH:12]=[C:11]([C:24]2[CH:29]=[N:28][C:27]([N+:30]([O-:32])=[O:31])=[CH:26][CH:25]=2)[CH2:10][CH2:9]1)=[O:7])([CH3:2])([CH3:3])[CH3:4]. The catalyst class is: 184.